Dataset: Full USPTO retrosynthesis dataset with 1.9M reactions from patents (1976-2016). Task: Predict the reactants needed to synthesize the given product. (1) The reactants are: [F:1][C:2]([F:42])([F:41])[C:3]1[CH:8]=[CH:7][C:6]([C:9](=O)[CH2:10][CH2:11][CH2:12][CH2:13][CH2:14][CH2:15][NH:16][C:17]([C:19]2[N:20]=[C:21]([C:33]3[CH:38]=[CH:37][CH:36]=[CH:35][C:34]=3[Cl:39])[N:22]([C:26]3[CH:31]=[CH:30][C:29]([Cl:32])=[CH:28][CH:27]=3)[C:23]=2[CH2:24][CH3:25])=[O:18])=[CH:5][CH:4]=1.Cl.Cl.[NH2:45][CH2:46][CH2:47][O:48][NH2:49].N1C=CC=CC=1. Given the product [NH2:45][CH2:46][CH2:47][O:48][N:49]=[C:9]([C:6]1[CH:7]=[CH:8][C:3]([C:2]([F:41])([F:1])[F:42])=[CH:4][CH:5]=1)[CH2:10][CH2:11][CH2:12][CH2:13][CH2:14][CH2:15][NH:16][C:17]([C:19]1[N:20]=[C:21]([C:33]2[CH:38]=[CH:37][CH:36]=[CH:35][C:34]=2[Cl:39])[N:22]([C:26]2[CH:27]=[CH:28][C:29]([Cl:32])=[CH:30][CH:31]=2)[C:23]=1[CH2:24][CH3:25])=[O:18], predict the reactants needed to synthesize it. (2) Given the product [CH3:36][O:8][C:7]([O:30][CH3:29])([C:1]1[CH:6]=[CH:5][CH:4]=[CH:3][CH:2]=1)[C:9]1[CH:10]=[N:11][C:12]2[C:17]([C:18]=1[C:19]1[CH:20]=[CH:21][CH:22]=[CH:23][CH:24]=1)=[CH:16][CH:15]=[CH:14][C:13]=2[C:25]([F:28])([F:26])[F:27], predict the reactants needed to synthesize it. The reactants are: [C:1]1([C:7]([C:9]2[CH:10]=[N:11][C:12]3[C:17]([C:18]=2[C:19]2[CH:24]=[CH:23][CH:22]=[CH:21][CH:20]=2)=[CH:16][CH:15]=[CH:14][C:13]=3[C:25]([F:28])([F:27])[F:26])=[O:8])[CH:6]=[CH:5][CH:4]=[CH:3][CH:2]=1.[CH3:29][O:30]C(OC)OC.[C:36]1(C)C=CC(S(O)(=O)=O)=CC=1.C([O-])([O-])[O-].C[O-].[Na+]. (3) Given the product [CH3:9][CH:8]([CH3:10])[C@H:7]([NH:11][S:12]([C:15]1[CH:16]=[CH:17][C:18]([C:21]2[CH:22]=[CH:23][C:24]([NH:27][C:28]([C:30]3[O:31][C:32]4[CH:38]=[CH:37][CH:36]=[CH:35][C:33]=4[N:34]=3)=[O:29])=[CH:25][CH:26]=2)=[CH:19][CH:20]=1)(=[O:14])=[O:13])[C:6]([OH:39])=[O:5], predict the reactants needed to synthesize it. The reactants are: C([O:5][C:6](=[O:39])[C@@H:7]([NH:11][S:12]([C:15]1[CH:20]=[CH:19][C:18]([C:21]2[CH:26]=[CH:25][C:24]([NH:27][C:28]([C:30]3[O:31][C:32]4[CH:38]=[CH:37][CH:36]=[CH:35][C:33]=4[N:34]=3)=[O:29])=[CH:23][CH:22]=2)=[CH:17][CH:16]=1)(=[O:14])=[O:13])[CH:8]([CH3:10])[CH3:9])(C)(C)C.C(O)(C(F)(F)F)=O.C(Cl)Cl. (4) Given the product [CH2:27]([N:34]1[CH2:39][CH2:38][CH:37]([NH:40][C:7](=[O:8])[C:6]2[CH:10]=[C:2]([Cl:1])[C:3]([NH:13][C:14]3[CH:19]=[N:18][CH:17]=[C:16]([C:20]4[CH:25]=[CH:24][C:23]([OH:26])=[CH:22][CH:21]=4)[N:15]=3)=[CH:4][C:5]=2[O:11][CH3:12])[CH2:36][CH2:35]1)[C:28]1[CH:29]=[CH:30][CH:31]=[CH:32][CH:33]=1, predict the reactants needed to synthesize it. The reactants are: [Cl:1][C:2]1[C:3]([NH:13][C:14]2[CH:19]=[N:18][CH:17]=[C:16]([C:20]3[CH:25]=[CH:24][C:23]([OH:26])=[CH:22][CH:21]=3)[N:15]=2)=[CH:4][C:5]([O:11][CH3:12])=[C:6]([CH:10]=1)[C:7](O)=[O:8].[CH2:27]([N:34]1[CH2:39][CH2:38][CH:37]([NH2:40])[CH2:36][CH2:35]1)[C:28]1[CH:33]=[CH:32][CH:31]=[CH:30][CH:29]=1.C(N(CC)CC)C.CN(C(ON1N=NC2C=CC=CC1=2)=[N+](C)C)C.[B-](F)(F)(F)F. (5) Given the product [CH2:26]([C:25]1[CH:24]=[C:23]([CH3:28])[CH:22]=[C:21]([CH2:29][CH3:30])[C:20]=1[CH:10]1[C:9](=[O:8])[CH:16]2[CH:12]([CH2:13][CH:14]([CH2:17][CH2:31][C:32](=[O:33])[CH3:34])[CH2:15]2)[C:11]1=[O:19])[CH3:27], predict the reactants needed to synthesize it. The reactants are: C([O:8][C:9]1[CH:16]2[CH:12]([CH2:13][CH:14]([CH:17]=O)[CH2:15]2)[C:11](=[O:19])[C:10]=1[C:20]1[C:25]([CH2:26][CH3:27])=[CH:24][C:23]([CH3:28])=[CH:22][C:21]=1[CH2:29][CH3:30])C1C=CC=CC=1.[CH:31](=P(C1C=CC=CC=1)(C1C=CC=CC=1)C1C=CC=CC=1)[C:32]([CH3:34])=[O:33]. (6) Given the product [CH2:15]([O:14][CH2:13][N:2]1[N:3]=[N:4][CH:5]=[N:1]1)[C:16]1[CH:21]=[CH:20][CH:19]=[CH:18][CH:17]=1, predict the reactants needed to synthesize it. The reactants are: [NH:1]1[CH:5]=[N:4][N:3]=[N:2]1.C([O-])([O-])=O.[K+].[K+].Cl[CH2:13][O:14][CH2:15][C:16]1[CH:21]=[CH:20][CH:19]=[CH:18][CH:17]=1. (7) Given the product [Br:16][C:7]1[CH:6]=[CH:5][C:4]([NH:8][C:9](=[O:14])[C:10]([CH3:11])([CH3:12])[CH3:13])=[C:3]([CH3:15])[C:2]=1[Cl:1], predict the reactants needed to synthesize it. The reactants are: [Cl:1][C:2]1[C:3]([CH3:15])=[C:4]([NH:8][C:9](=[O:14])[C:10]([CH3:13])([CH3:12])[CH3:11])[CH:5]=[CH:6][CH:7]=1.[Br:16]Br. (8) Given the product [NH2:17][C@@H:3]([CH2:4][C:5]1[CH:10]=[CH:9][CH:8]=[C:7]([C:11]2[CH:12]=[N:13][N:14]([CH3:16])[CH:15]=2)[CH:6]=1)[CH2:2][OH:1], predict the reactants needed to synthesize it. The reactants are: [OH:1][CH2:2][C@@H:3]([NH:17]C(=O)OC(C)(C)C)[CH2:4][C:5]1[CH:10]=[CH:9][CH:8]=[C:7]([C:11]2[CH:12]=[N:13][N:14]([CH3:16])[CH:15]=2)[CH:6]=1.CO.Cl.O1CCOCC1.